From a dataset of Forward reaction prediction with 1.9M reactions from USPTO patents (1976-2016). Predict the product of the given reaction. (1) Given the reactants [Cl:1][C:2]1[C:7]([N:8]2[C:17](=[O:18])[C:16]3[C:11](=[CH:12][CH:13]=[C:14]([F:19])[CH:15]=3)[N:10]=[C:9]2[CH:20]=O)=[CH:6][CH:5]=[CH:4][N:3]=1.[N:22]1([CH2:27][C:28]2[CH:29]=[C:30]([CH:32]=[CH:33][CH:34]=2)[NH2:31])[CH2:26][CH2:25][CH2:24][CH2:23]1.C(O)(=O)C.C(O[BH-](OC(=O)C)OC(=O)C)(=O)C.[Na+], predict the reaction product. The product is: [Cl:1][C:2]1[C:7]([N:8]2[C:17](=[O:18])[C:16]3[C:11](=[CH:12][CH:13]=[C:14]([F:19])[CH:15]=3)[N:10]=[C:9]2[CH2:20][NH:31][C:30]2[CH:32]=[CH:33][CH:34]=[C:28]([CH2:27][N:22]3[CH2:23][CH2:24][CH2:25][CH2:26]3)[CH:29]=2)=[CH:6][CH:5]=[CH:4][N:3]=1. (2) Given the reactants [C:1]([O:4][CH2:5][C:6](=O)[NH:7][NH:8][C:9]([C:11]1[N:12]=[N:13][C:14]([N:17]2[CH2:20][CH:19]([CH2:21][C:22]3[CH:27]=[CH:26][CH:25]=[CH:24][C:23]=3[C:28]([F:31])([F:30])[F:29])[CH2:18]2)=[CH:15][CH:16]=1)=[O:10])(=[O:3])[CH3:2].CC[N+](S(N=C(OC)[O-])(=O)=O)(CC)CC.C(OCC)(=O)C.OP([O-])(O)=O.[K+], predict the reaction product. The product is: [C:1]([O:4][CH2:5][C:6]1[O:10][C:9]([C:11]2[N:12]=[N:13][C:14]([N:17]3[CH2:20][CH:19]([CH2:21][C:22]4[CH:27]=[CH:26][CH:25]=[CH:24][C:23]=4[C:28]([F:29])([F:30])[F:31])[CH2:18]3)=[CH:15][CH:16]=2)=[N:8][N:7]=1)(=[O:3])[CH3:2]. (3) Given the reactants Br[CH2:2][CH2:3][CH2:4][CH2:5][N:6]1[C:10](=[O:11])[C:9]2=[CH:12][CH:13]=[CH:14][CH:15]=[C:8]2[C:7]1=[O:16].C(=O)([O-])[O-].[Cs+].[Cs+].[I-].[Na+].[CH3:25][CH2:26][CH2:27][NH:28][C@@H:29]1[CH2:38][C:33]2[S:34][C:35]([NH2:37])=[N:36][C:32]=2[CH2:31][CH2:30]1, predict the reaction product. The product is: [NH2:37][C:35]1[S:34][C:33]2[CH2:38][C@@H:29]([N:28]([CH2:27][CH2:26][CH3:25])[CH2:2][CH2:3][CH2:4][CH2:5][N:6]3[C:10](=[O:11])[C:9]4[C:8](=[CH:15][CH:14]=[CH:13][CH:12]=4)[C:7]3=[O:16])[CH2:30][CH2:31][C:32]=2[N:36]=1. (4) Given the reactants [C:1]([C:5]1[CH:9]=[C:8]([C:10]([O:12][CH2:13][CH3:14])=[O:11])[N:7]([C:15]2[CH:16]=[C:17]3[C:22](=[CH:23][CH:24]=2)[N:21]=[C:20](OS(C(F)(F)F)(=O)=O)[CH:19]=[CH:18]3)[N:6]=1)([CH3:4])([CH3:3])[CH3:2].CN.Cl.C[CH2:37][N:38](CC)CC.CN(C=O)C, predict the reaction product. The product is: [C:1]([C:5]1[CH:9]=[C:8]([C:10]([O:12][CH2:13][CH3:14])=[O:11])[N:7]([C:15]2[CH:16]=[C:17]3[C:22](=[CH:23][CH:24]=2)[N:21]=[C:20]([NH:38][CH3:37])[CH:19]=[CH:18]3)[N:6]=1)([CH3:2])([CH3:4])[CH3:3]. (5) Given the reactants [CH2:1]([N:8]1[C:13](=[O:14])[C:12]2=[C:15]([Cl:18])[CH:16]=[CH:17][N:11]2[N:10]=[C:9]1[CH:19]=O)[C:2]1[CH:7]=[CH:6][CH:5]=[CH:4][CH:3]=1.[C:21]([O:25][C:26](=[O:32])[NH:27][CH2:28][CH2:29][CH2:30][NH2:31])([CH3:24])([CH3:23])[CH3:22].[BH-](OC(C)=O)(OC(C)=O)OC(C)=O.[Na+], predict the reaction product. The product is: [C:21]([O:25][C:26](=[O:32])[NH:27][CH2:28][CH2:29][CH2:30][NH:31][CH2:19][C:9]1[N:8]([CH2:1][C:2]2[CH:3]=[CH:4][CH:5]=[CH:6][CH:7]=2)[C:13](=[O:14])[C:12]2=[C:15]([Cl:18])[CH:16]=[CH:17][N:11]2[N:10]=1)([CH3:24])([CH3:22])[CH3:23]. (6) Given the reactants [CH3:1][O:2][C:3]1[CH:16]=[CH:15][C:14]([O:17][CH3:18])=[CH:13][C:4]=1[CH:5]=[N:6][CH2:7][CH:8]([O:11][CH3:12])[O:9][CH3:10].[BH4-].[Na+], predict the reaction product. The product is: [CH3:1][O:2][C:3]1[CH:16]=[CH:15][C:14]([O:17][CH3:18])=[CH:13][C:4]=1[CH2:5][NH:6][CH2:7][CH:8]([O:9][CH3:10])[O:11][CH3:12]. (7) Given the reactants [OH:1][C@H:2]1[CH2:6][NH:5][C@@H:4]([C:7]([OH:9])=[O:8])[CH2:3]1.[F:10][C:11]([F:21])([F:20])[C:12]1[CH:13]=[C:14]([CH:17]=[CH:18][CH:19]=1)[CH2:15]Br.C([O-])([O-])=O.[Na+].[Na+], predict the reaction product. The product is: [OH:1][C@H:2]1[CH2:6][N:5]([CH2:15][C:14]2[CH:17]=[CH:18][CH:19]=[C:12]([C:11]([F:21])([F:20])[F:10])[CH:13]=2)[C@@H:4]([C:7]([O:9][CH2:15][C:14]2[CH:17]=[CH:18][CH:19]=[C:12]([C:11]([F:10])([F:20])[F:21])[CH:13]=2)=[O:8])[CH2:3]1.